This data is from Catalyst prediction with 721,799 reactions and 888 catalyst types from USPTO. The task is: Predict which catalyst facilitates the given reaction. (1) Reactant: [CH3:1][C:2]([O:5][C:6]([N:8]1[CH:13]([C:14]([NH:16][C:17]2[CH:22]=[CH:21][CH:20]=[C:19]([C:23]([F:26])([F:25])[F:24])[CH:18]=2)=[O:15])[CH:12]2[CH2:27][CH:9]1[CH2:10][CH2:11]2)=[O:7])([CH3:4])[CH3:3].[H-].[Na+].C1(P(C2C=CC=CC=2)(O[NH2:39])=O)C=CC=CC=1. Product: [CH3:4][C:2]([O:5][C:6]([N:8]1[CH:13]([C:14]([N:16]([C:17]2[CH:22]=[CH:21][CH:20]=[C:19]([C:23]([F:25])([F:26])[F:24])[CH:18]=2)[NH2:39])=[O:15])[CH:12]2[CH2:27][CH:9]1[CH2:10][CH2:11]2)=[O:7])([CH3:1])[CH3:3]. The catalyst class is: 7. (2) Reactant: [NH2:1][C:2]1[CH:3]=[C:4]([C:8]2[CH:16]=[CH:15][C:14]([C:17]([NH2:19])=[O:18])=[C:13]3[C:9]=2[CH:10]=[C:11]([CH3:20])[NH:12]3)[CH:5]=[CH:6][CH:7]=1.[C:21](Cl)(=[O:24])[CH:22]=[CH2:23].CCN(C(C)C)C(C)C. Product: [C:21]([NH:1][C:2]1[CH:3]=[C:4]([C:8]2[CH:16]=[CH:15][C:14]([C:17]([NH2:19])=[O:18])=[C:13]3[C:9]=2[CH:10]=[C:11]([CH3:20])[NH:12]3)[CH:5]=[CH:6][CH:7]=1)(=[O:24])[CH:22]=[CH2:23]. The catalyst class is: 2. (3) Reactant: [CH:1]1([O:6][CH2:7][C:8](Cl)=[O:9])[CH2:5][CH2:4][CH2:3][CH2:2]1.[Cl:11][C:12]1[CH:17]=[CH:16][C:15]([C:18]2[C:19]([NH2:29])=[N:20][N:21]3[C:26]([CH3:27])=[CH:25][C:24]([CH3:28])=[N:23][C:22]=23)=[CH:14][C:13]=1[CH3:30]. Product: [Cl:11][C:12]1[CH:17]=[CH:16][C:15]([C:18]2[C:19]([NH:29][C:8](=[O:9])[CH2:7][O:6][CH:1]3[CH2:5][CH2:4][CH2:3][CH2:2]3)=[N:20][N:21]3[C:26]([CH3:27])=[CH:25][C:24]([CH3:28])=[N:23][C:22]=23)=[CH:14][C:13]=1[CH3:30]. The catalyst class is: 17. (4) Product: [OH:8][CH2:9][CH2:10][N:11]1[CH:15]=[C:14]([NH:16][C:17]2[CH:25]=[C:24]([N:26]3[C:34]4[CH2:33][C:32]([CH3:35])([CH3:36])[CH2:31][C:30](=[O:37])[C:29]=4[C:28]([CH3:38])=[N:27]3)[CH:23]=[CH:22][C:18]=2[C:19]([NH2:21])=[O:20])[CH:13]=[N:12]1. Reactant: C([O:8][CH2:9][CH2:10][N:11]1[CH:15]=[C:14]([NH:16][C:17]2[CH:25]=[C:24]([N:26]3[C:34]4[CH2:33][C:32]([CH3:36])([CH3:35])[CH2:31][C:30](=[O:37])[C:29]=4[C:28]([CH3:38])=[N:27]3)[CH:23]=[CH:22][C:18]=2[C:19]([NH2:21])=[O:20])[CH:13]=[N:12]1)C1C=CC=CC=1.C1CCCCC=1.C(O)(=O)C. The catalyst class is: 50. (5) Reactant: [Cl:1][C:2]1[CH:7]=[C:6]([C:8]2[NH:12][C:11]3[CH:13]=[CH:14][CH:15]=[C:16]([NH:17]C(=O)OCC4C=CC=CC=4)[C:10]=3[N:9]=2)[CH:5]=[CH:4][N:3]=1.Br. Product: [Cl:1][C:2]1[CH:7]=[C:6]([C:8]2[NH:12][C:11]3[CH:13]=[CH:14][CH:15]=[C:16]([NH2:17])[C:10]=3[N:9]=2)[CH:5]=[CH:4][N:3]=1. The catalyst class is: 15. (6) Reactant: FC(F)(F)C(O)=O.[F:8][C:9]1[CH:10]=[C:11]([C:20]2[CH:21]=[CH:22][C:23]3[O:27][C:26]([CH:28]4[CH2:33][CH2:32][NH:31][CH2:30][CH2:29]4)=[N:25][C:24]=3[CH:34]=2)[CH:12]=[CH:13][C:14]=1[N:15]1[CH:19]=[N:18][N:17]=[N:16]1.Cl[C:36]([O:38][CH:39]([CH3:41])[CH3:40])=[O:37].C1(C)C=CC=CC=1. Product: [F:8][C:9]1[CH:10]=[C:11]([C:20]2[CH:21]=[CH:22][C:23]3[O:27][C:26]([CH:28]4[CH2:29][CH2:30][N:31]([C:36]([O:38][CH:39]([CH3:41])[CH3:40])=[O:37])[CH2:32][CH2:33]4)=[N:25][C:24]=3[CH:34]=2)[CH:12]=[CH:13][C:14]=1[N:15]1[CH:19]=[N:18][N:17]=[N:16]1. The catalyst class is: 34.